This data is from Reaction yield outcomes from USPTO patents with 853,638 reactions. The task is: Predict the reaction yield, written as a fraction of the theoretical maximum amount of product (1.0 means a 100% yield; for example, 0.34 means a 34% yield). (1) The reactants are [OH:1][NH:2][C:3]([C:5]1[CH:22]=[CH:21][C:8]2[N:9]=[C:10]([N:12]3[CH2:17][CH2:16][N:15]([CH:18]([CH3:20])[CH3:19])[CH2:14][CH2:13]3)[S:11][C:7]=2[CH:6]=1)=[NH:4].[C:23](Cl)(=O)[C:24]1[CH:29]=[CH:28][N:27]=[CH:26][CH:25]=1. The catalyst is C(O)(=O)C. The product is [CH:18]([N:15]1[CH2:14][CH2:13][N:12]([C:10]2[S:11][C:7]3[CH:6]=[C:5]([C:3]4[N:4]=[C:23]([C:24]5[CH:29]=[CH:28][N:27]=[CH:26][CH:25]=5)[O:1][N:2]=4)[CH:22]=[CH:21][C:8]=3[N:9]=2)[CH2:17][CH2:16]1)([CH3:19])[CH3:20]. The yield is 0.110. (2) The product is [Br:2][C:3]1[CH:4]=[CH:5][C:6]2[N:7]([C:9]([CH:12]([CH3:14])[CH3:13])=[N:10][N:11]=2)[CH:8]=1. The reactants are Cl.[Br:2][C:3]1[CH:4]=[CH:5][C:6]2[N:7]([C:9]([CH:12]([CH3:14])[CH3:13])=[N:10][N:11]=2)[CH:8]=1.O.[OH-].[Na+]. The catalyst is ClCCl. The yield is 0.925. (3) The reactants are F[C:2]1[CH:9]=[CH:8][C:5]([C:6]#[N:7])=[CH:4][C:3]=1[N+:10]([O-:12])=[O:11].[CH3:13][O:14][C:15](=[O:23])[C:16]1[CH:21]=[CH:20][C:19]([NH2:22])=[CH:18][CH:17]=1.CC(C)([O-])C.[K+]. The catalyst is CS(C)=O. The product is [CH3:13][O:14][C:15](=[O:23])[C:16]1[CH:21]=[CH:20][C:19]([NH:22][C:2]2[CH:9]=[CH:8][C:5]([C:6]#[N:7])=[CH:4][C:3]=2[N+:10]([O-:12])=[O:11])=[CH:18][CH:17]=1. The yield is 0.490. (4) The reactants are Br[C:2]1[CH:7]=[CH:6][N:5]=[C:4]2[N:8]([CH2:11][O:12][CH2:13][CH2:14][Si:15]([CH3:18])([CH3:17])[CH3:16])[CH:9]=[CH:10][C:3]=12.C([Mg]Cl)(C)C.[Cl:24][CH2:25][C:26](N(OC)C)=[O:27]. The catalyst is CCOCC.C1COCC1. The product is [Cl:24][CH2:25][C:26]([C:2]1[CH:7]=[CH:6][N:5]=[C:4]2[N:8]([CH2:11][O:12][CH2:13][CH2:14][Si:15]([CH3:18])([CH3:17])[CH3:16])[CH:9]=[CH:10][C:3]=12)=[O:27]. The yield is 0.350. (5) The reactants are [F:1][C:2]([F:20])([F:19])[CH2:3][NH:4][CH2:5][CH2:6][O:7][N:8]1C(=O)C2C(=CC=CC=2)C1=O.CNN.FC1C(O[C:32](=[O:50])[C:33]2[CH:38]=[CH:37][C:36]([F:39])=[C:35]([F:40])[C:34]=2[NH:41][C:42]2[CH:47]=[CH:46][C:45]([I:48])=[CH:44][C:43]=2[CH3:49])=C(F)C(F)=C(F)C=1F.C(N(C(C)C)CC)(C)C. The catalyst is C(OCC)(=O)C.CCOCC.ClCCl. The product is [F:40][C:35]1[C:34]([NH:41][C:42]2[CH:47]=[CH:46][C:45]([I:48])=[CH:44][C:43]=2[CH3:49])=[C:33]([CH:38]=[CH:37][C:36]=1[F:39])[C:32]([NH:8][O:7][CH2:6][CH2:5][NH:4][CH2:3][C:2]([F:20])([F:19])[F:1])=[O:50]. The yield is 0.830. (6) The reactants are Cl[C:2]1[N:7]=[C:6]([O:8][CH3:9])[N:5]=[C:4]([NH:10][CH2:11][CH2:12][C:13]2[CH:18]=[CH:17][C:16](OC(F)(F)F)=[CH:15][CH:14]=2)[CH:3]=1.[CH2:24]([O:26][C:27](=[O:35])[CH2:28][C@@H:29]1[CH2:34][CH2:33][CH2:32][NH:31][CH2:30]1)[CH3:25].[C:36]1(C)C=CC=CC=1. No catalyst specified. The product is [CH2:24]([O:26][C:27](=[O:35])[CH2:28][C@@H:29]1[CH2:34][CH2:33][CH2:32][N:31]([C:2]2[CH:3]=[C:4]([NH:10][CH2:11][CH2:12][C:13]3[CH:14]=[CH:15][C:16]([CH3:36])=[CH:17][CH:18]=3)[N:5]=[C:6]([O:8][CH3:9])[N:7]=2)[CH2:30]1)[CH3:25]. The yield is 0.700. (7) The reactants are Br[C:2]1[C:7]([Cl:8])=[CH:6][C:5]([NH:9][C:10]2[N:14]=[C:13]([NH2:15])[NH:12][N:11]=2)=[CH:4][C:3]=1[Cl:16].[C:17]([NH:22][C:23]1[CH:24]=[C:25](B(O)O)[CH:26]=[CH:27][CH:28]=1)(=[O:21])[CH:18]([CH3:20])[CH3:19].C([O-])([O-])=O.[Cs+].[Cs+]. The catalyst is CCCCO.O.C1C=CC(P([C]2[CH][CH][CH][CH]2)C2C=CC=CC=2)=CC=1.C1C=CC(P([C]2[CH][CH][CH][CH]2)C2C=CC=CC=2)=CC=1.Cl[Pd]Cl.[Fe]. The product is [NH2:15][C:13]1[NH:12][N:11]=[C:10]([NH:9][C:5]2[CH:6]=[C:7]([Cl:8])[C:2]([C:25]3[CH:26]=[CH:27][CH:28]=[C:23]([NH:22][C:17](=[O:21])[CH:18]([CH3:19])[CH3:20])[CH:24]=3)=[C:3]([Cl:16])[CH:4]=2)[N:14]=1. The yield is 0.270.